From a dataset of Full USPTO retrosynthesis dataset with 1.9M reactions from patents (1976-2016). Predict the reactants needed to synthesize the given product. (1) The reactants are: C(N(CC)CC)C.[Cl:8][C:9]1[CH:14]=[CH:13][C:12]([O:15][C:16]2[CH:21]=[CH:20][C:19]([C:22]#[CH:23])=[CH:18][CH:17]=2)=[CH:11][C:10]=1[C:24]([F:27])([F:26])[F:25].Cl[C:29]1[CH:39]=[C:33]2[N:34]([CH3:38])[CH2:35][CH2:36][CH2:37][N:32]2[C:31](=[O:40])[N:30]=1. Given the product [Cl:8][C:9]1[CH:14]=[CH:13][C:12]([O:15][C:16]2[CH:17]=[CH:18][C:19]([C:22]#[C:23][C:29]3[CH:39]=[C:33]4[N:34]([CH3:38])[CH2:35][CH2:36][CH2:37][N:32]4[C:31](=[O:40])[N:30]=3)=[CH:20][CH:21]=2)=[CH:11][C:10]=1[C:24]([F:25])([F:26])[F:27], predict the reactants needed to synthesize it. (2) The reactants are: [CH3:1][C:2]([NH:5][CH2:6][CH:7]([OH:17])[C:8]1[CH:9]=[CH:10][C:11]([OH:16])=[C:12]([CH2:14][OH:15])[CH:13]=1)([CH3:4])[CH3:3].OS(O)(=O)=O. Given the product [CH3:4][C:2]([NH:5][CH2:6][CH:7]([OH:17])[C:8]1[CH:9]=[CH:10][C:11]([OH:16])=[C:12]([CH2:14][OH:15])[CH:13]=1)([CH3:1])[CH3:3], predict the reactants needed to synthesize it. (3) The reactants are: [Br:1][C:2]1[C:3]([F:13])=[C:4]2[C:9](=[CH:10][CH:11]=1)[N:8]=[C:7](O)[N:6]=[CH:5]2.P(Cl)(Cl)([Cl:16])=O. Given the product [Br:1][C:2]1[C:3]([F:13])=[C:4]2[C:9](=[CH:10][CH:11]=1)[N:8]=[C:7]([Cl:16])[N:6]=[CH:5]2, predict the reactants needed to synthesize it. (4) Given the product [O:26]1[CH2:27][CH2:28][N:23]([C:5]2[C:6]3[N:7]([CH:8]=[C:9]([CH2:11][CH2:12][C:13]4[CH:22]=[CH:21][C:20]5[C:15](=[CH:16][CH:17]=[CH:18][CH:19]=5)[N:14]=4)[N:10]=3)[C:2]([C:39]3[CH:40]=[CH:41][C:36]([C:34]([OH:35])=[O:33])=[CH:37][CH:38]=3)=[CH:3][N:4]=2)[CH2:24][CH2:25]1, predict the reactants needed to synthesize it. The reactants are: Br[C:2]1[N:7]2[CH:8]=[C:9]([CH2:11][CH2:12][C:13]3[CH:22]=[CH:21][C:20]4[C:15](=[CH:16][CH:17]=[CH:18][CH:19]=4)[N:14]=3)[N:10]=[C:6]2[C:5]([N:23]2[CH2:28][CH2:27][O:26][CH2:25][CH2:24]2)=[N:4][CH:3]=1.C([O:33][C:34]([C:36]1[CH:41]=[CH:40][C:39](B2OC(C)(C)C(C)(C)O2)=[CH:38][CH:37]=1)=[O:35])(C)(C)C. (5) Given the product [CH3:12][C:13]1[CH:26]=[C:25]2[C:16]([S:17][C:18]3[CH:19]=[C:20]([C:28]([OH:30])=[O:29])[CH:21]=[CH:22][C:23]=3[C:24]2=[O:27])=[CH:15][CH:14]=1, predict the reactants needed to synthesize it. The reactants are: Cl.NCCCNC(=O)C(C)=C.[CH3:12][C:13]1[CH:26]=[C:25]2[C:16]([S:17][C:18]3[CH:19]=[C:20]([C:28]([OH:30])=[O:29])[CH:21]=[CH:22][C:23]=3[C:24]2=[O:27])=[CH:15][CH:14]=1.[Cl-].C(N(CC)CC)C. (6) Given the product [N+:1]([C:4]1[CH:5]=[C:6]([C:10]2[C:11]([CH:16]=[O:17])=[N:12][CH:13]=[CH:14][CH:15]=2)[CH:7]=[CH:8][CH:9]=1)([O-:3])=[O:2], predict the reactants needed to synthesize it. The reactants are: [N+:1]([C:4]1[CH:5]=[C:6]([C:10]2[C:11]([CH2:16][OH:17])=[N:12][CH:13]=[CH:14][CH:15]=2)[CH:7]=[CH:8][CH:9]=1)([O-:3])=[O:2].